This data is from Full USPTO retrosynthesis dataset with 1.9M reactions from patents (1976-2016). The task is: Predict the reactants needed to synthesize the given product. (1) Given the product [CH:1]1([C:7]2[CH:12]=[CH:11][C:10]([NH:13][C:14]([C:16]3[C:25](=[O:26])[C:24]4[C:19](=[CH:20][CH:21]=[CH:22][CH:23]=4)[NH:18][CH:17]=3)=[O:15])=[C:9]([CH3:27])[CH:8]=2)[CH2:2][CH2:3][CH2:4][CH2:5][CH2:6]1, predict the reactants needed to synthesize it. The reactants are: [C:1]1([C:7]2[CH:12]=[CH:11][C:10]([NH:13][C:14]([C:16]3[C:25](=[O:26])[C:24]4[C:19](=[CH:20][CH:21]=[CH:22][CH:23]=4)[NH:18][CH:17]=3)=[O:15])=[C:9]([CH3:27])[CH:8]=2)[CH2:6][CH2:5][CH2:4][CH2:3][CH:2]=1. (2) Given the product [Br:1][C:2]1[CH:10]=[CH:9][C:5]([C:6]2[C:34]([C:35]3[NH:36][CH:37]=[CH:38][N:39]=3)=[CH:33][N:32]=[C:31]([NH:40][CH2:41][CH2:42][NH:43][C:13]3[N:14]=[CH:15][C:16]([C:19]#[N:20])=[CH:17][CH:18]=3)[N:30]=2)=[C:4]([Cl:11])[CH:3]=1, predict the reactants needed to synthesize it. The reactants are: [Br:1][C:2]1[CH:10]=[CH:9][C:5]([C:6](Cl)=O)=[C:4]([Cl:11])[CH:3]=1.Cl[C:13]1[CH:18]=[CH:17][C:16]([C:19]#[N:20])=[CH:15][N:14]=1.ClC1C=C(Cl)C=CC=1C1[C:34]([C:35]2[NH:36][CH:37]=[CH:38][N:39]=2)=[CH:33][N:32]=[C:31]([NH:40][CH2:41][CH2:42][NH:43]C2C=CC([N+]([O-])=O)=CN=2)[N:30]=1. (3) Given the product [F:6][C:7]1[CH:8]=[C:9]([CH:13]=[C:14]([F:17])[C:15]=1[F:16])[C:10]([O:12][CH2:20][C:19]#[CH:18])=[O:11], predict the reactants needed to synthesize it. The reactants are: CN(C=O)C.[F:6][C:7]1[CH:8]=[C:9]([CH:13]=[C:14]([F:17])[C:15]=1[F:16])[C:10]([OH:12])=[O:11].[CH2:18](Br)[C:19]#[CH:20].C(=O)([O-])[O-].[K+].[K+]. (4) Given the product [CH:3]1([C:6]2[CH:7]=[CH:8][C:9]([CH:12]([C:14]3[CH:19]=[CH:18][N:17]=[CH:16][C:15]=3[O:20][C@@H:21]3[CH2:26][C@H:25]([CH2:27][O:28][CH2:29][C:30]4[CH:35]=[CH:34][CH:33]=[CH:32][CH:31]=4)[C@@H:24]([O:36][CH2:37][C:38]4[CH:39]=[CH:40][CH:41]=[CH:42][CH:43]=4)[C@H:23]([O:44][CH2:45][C:46]4[CH:51]=[CH:50][CH:49]=[CH:48][CH:47]=4)[C@H:22]3[O:52][CH2:53][C:54]3[CH:59]=[CH:58][CH:57]=[CH:56][CH:55]=3)[OH:13])=[CH:10][CH:11]=2)[CH2:5][CH2:4]1, predict the reactants needed to synthesize it. The reactants are: [BH4-].[Na+].[CH:3]1([C:6]2[CH:11]=[CH:10][C:9]([C:12]([C:14]3[CH:19]=[CH:18][N:17]=[CH:16][C:15]=3[O:20][C@@H:21]3[CH2:26][C@H:25]([CH2:27][O:28][CH2:29][C:30]4[CH:35]=[CH:34][CH:33]=[CH:32][CH:31]=4)[C@@H:24]([O:36][CH2:37][C:38]4[CH:43]=[CH:42][CH:41]=[CH:40][CH:39]=4)[C@H:23]([O:44][CH2:45][C:46]4[CH:51]=[CH:50][CH:49]=[CH:48][CH:47]=4)[C@H:22]3[O:52][CH2:53][C:54]3[CH:59]=[CH:58][CH:57]=[CH:56][CH:55]=3)=[O:13])=[CH:8][CH:7]=2)[CH2:5][CH2:4]1.S(=O)(=O)(O)O.C(=O)([O-])O.[Na+].